From a dataset of Cav3 T-type calcium channel HTS with 100,875 compounds. Binary Classification. Given a drug SMILES string, predict its activity (active/inactive) in a high-throughput screening assay against a specified biological target. (1) The result is 0 (inactive). The drug is S(Cc1noc(C(=O)NCC2OCCC2)c1C(O)=O)c1c(CC)cccc1. (2) The molecule is S(=O)(=O)(n1nc(OC(=O)c2ccc(cc2)C)cc1N)c1ccc(OC)cc1. The result is 0 (inactive). (3) The compound is O=C(NC(C)(C)C)C1N(Cc2c(C1)cccc2)C(=O)Nc1ccc(cc1)C. The result is 0 (inactive). (4) The compound is Clc1c(N(n2cc(c3c(c2=O)cccc3)C(=O)N(C)C)C)ncc(c1)C(F)(F)F. The result is 0 (inactive).